From a dataset of Catalyst prediction with 721,799 reactions and 888 catalyst types from USPTO. Predict which catalyst facilitates the given reaction. (1) Reactant: [NH2:1][CH2:2][C@@H:3]1[C@H:8]([CH3:9])[CH2:7][CH2:6][CH2:5][N:4]1[C:10]([C:12]1[N:13]=[C:14]([CH3:24])[S:15][C:16]=1[C:17]1[CH:22]=[CH:21][C:20]([F:23])=[CH:19][CH:18]=1)=[O:11].Br[C:26]1[CH:31]=[C:30]([C:32]([F:35])([F:34])[F:33])[CH:29]=[CH:28][N:27]=1.C1C=CC(P(C2C(C3C(P(C4C=CC=CC=4)C4C=CC=CC=4)=CC=C4C=3C=CC=C4)=C3C(C=CC=C3)=CC=2)C2C=CC=CC=2)=CC=1.CC([O-])(C)C.[Na+]. Product: [F:23][C:20]1[CH:19]=[CH:18][C:17]([C:16]2[S:15][C:14]([CH3:24])=[N:13][C:12]=2[C:10]([N:4]2[CH2:5][CH2:6][CH2:7][C@@H:8]([CH3:9])[C@H:3]2[CH2:2][NH:1][C:26]2[CH:31]=[C:30]([C:32]([F:35])([F:34])[F:33])[CH:29]=[CH:28][N:27]=2)=[O:11])=[CH:22][CH:21]=1. The catalyst class is: 101. (2) Reactant: [CH2:1]([NH:5][C:6]1[CH:7]=[CH:8][C:9]2[N:10]([C:12]([C:15]3[CH:16]=[C:17]4[C:21](=[CH:22][CH:23]=3)[C:20](=O)[CH2:19][CH2:18]4)=[CH:13][N:14]=2)[N:11]=1)[CH2:2][CH2:3][CH3:4].C([O-])(=O)C.[NH4+].C([BH3-])#[N:31].[Na+]. Product: [NH2:31][CH:20]1[C:21]2[C:17](=[CH:16][C:15]([C:12]3[N:10]4[N:11]=[C:6]([NH:5][CH2:1][CH2:2][CH2:3][CH3:4])[CH:7]=[CH:8][C:9]4=[N:14][CH:13]=3)=[CH:23][CH:22]=2)[CH2:18][CH2:19]1. The catalyst class is: 5. (3) Reactant: [F:1][C:2]1[CH:10]=[CH:9][C:8]([CH2:11][C:12]2[C:21]3[C:16](=[CH:17][CH:18]=[CH:19][CH:20]=3)[C:15](=[O:22])[NH:14][N:13]=2)=[CH:7][C:3]=1[C:4](O)=[O:5].F[P-](F)(F)(F)(F)F.C[N+](C)=C(N(C)C)O.Cl.[N:39]1[N:40]=[CH:41][N:42]2[CH2:47][CH2:46][NH:45][CH2:44][C:43]=12.C(N(CC)C(C)C)(C)C. Product: [N:39]1[N:40]=[CH:41][N:42]2[CH2:47][CH2:46][N:45]([C:4]([C:3]3[CH:7]=[C:8]([CH2:11][C:12]4[C:21]5[C:16](=[CH:17][CH:18]=[CH:19][CH:20]=5)[C:15](=[O:22])[NH:14][N:13]=4)[CH:9]=[CH:10][C:2]=3[F:1])=[O:5])[CH2:44][C:43]=12. The catalyst class is: 9. (4) Reactant: C[O:2][C:3](=[O:22])[C:4]([CH3:21])([N:6]([CH3:20])[S:7]([C:10]1[CH:11]=[CH:12][CH:13]=[C:14]2[C:19]=1[N:18]=[CH:17][CH:16]=[CH:15]2)(=[O:9])=[O:8])[CH3:5].C1COCC1.CO.O[Li].O. Product: [CH3:21][C:4]([N:6]([CH3:20])[S:7]([C:10]1[CH:11]=[CH:12][CH:13]=[C:14]2[C:19]=1[N:18]=[CH:17][CH:16]=[CH:15]2)(=[O:8])=[O:9])([CH3:5])[C:3]([OH:22])=[O:2]. The catalyst class is: 6.